Task: Regression. Given a peptide amino acid sequence and an MHC pseudo amino acid sequence, predict their binding affinity value. This is MHC class I binding data.. Dataset: Peptide-MHC class I binding affinity with 185,985 pairs from IEDB/IMGT (1) The peptide sequence is TLYVKALTK. The MHC is HLA-A03:01 with pseudo-sequence HLA-A03:01. The binding affinity (normalized) is 0.939. (2) The peptide sequence is NFWTDVTP. The MHC is Mamu-B03 with pseudo-sequence Mamu-B03. The binding affinity (normalized) is 0. (3) The peptide sequence is YPALMPLYA. The MHC is HLA-B51:01 with pseudo-sequence HLA-B51:01. The binding affinity (normalized) is 0.530. (4) The peptide sequence is FYNGSNWCL. The MHC is HLA-B15:09 with pseudo-sequence HLA-B15:09. The binding affinity (normalized) is 0.0847. (5) The peptide sequence is ELNDRFANYI. The MHC is HLA-A02:01 with pseudo-sequence HLA-A02:01. The binding affinity (normalized) is 0.308. (6) The peptide sequence is YKELCDAVY. The MHC is HLA-A30:02 with pseudo-sequence HLA-A30:02. The binding affinity (normalized) is 0.329. (7) The peptide sequence is SPYNSQNAVA. The MHC is HLA-B51:01 with pseudo-sequence HLA-B51:01. The binding affinity (normalized) is 0.247. (8) The peptide sequence is TLLVDLLWL. The MHC is HLA-B08:01 with pseudo-sequence HLA-B08:01. The binding affinity (normalized) is 0.0763.